Dataset: Forward reaction prediction with 1.9M reactions from USPTO patents (1976-2016). Task: Predict the product of the given reaction. (1) Given the reactants [N:1]([C:4]1[S:8][C:7]2[CH2:9][CH2:10][CH2:11][CH2:12][C:6]=2[C:5]=1[C:13]1[O:17][N:16]=[C:15]([CH3:18])[N:14]=1)=[C:2]=[O:3].CCN(CC)CC.[NH:26]1[CH2:30][CH2:29][CH2:28][C@@H:27]1[C:31]([OH:33])=[O:32], predict the reaction product. The product is: [CH3:18][C:15]1[N:14]=[C:13]([C:5]2[C:6]3[CH2:12][CH2:11][CH2:10][CH2:9][C:7]=3[S:8][C:4]=2[NH:1][C:2]([N:26]2[CH2:30][CH2:29][CH2:28][C@@H:27]2[C:31]([OH:33])=[O:32])=[O:3])[O:17][N:16]=1. (2) Given the reactants [CH:1]1([C:4]2[CH:8]=[C:7]([CH:9]3[CH2:11][CH2:10]3)[N:6]([C:12]3[N:17]=[CH:16][C:15]([NH:18][C:19](=[O:26])[C:20]4[CH:25]=[CH:24][N:23]=[CH:22][CH:21]=4)=[CH:14][CH:13]=3)[N:5]=2)[CH2:3][CH2:2]1.C(O)(=O)C1C=CN=CC=1.[ClH:36], predict the reaction product. The product is: [ClH:36].[ClH:36].[CH:1]1([C:4]2[CH:8]=[C:7]([CH:9]3[CH2:11][CH2:10]3)[N:6]([C:12]3[N:17]=[CH:16][C:15]([NH:18][C:19](=[O:26])[C:20]4[CH:21]=[CH:22][N:23]=[CH:24][CH:25]=4)=[CH:14][CH:13]=3)[N:5]=2)[CH2:2][CH2:3]1. (3) Given the reactants Cl.[CH3:2][NH2:3].C[Al](C)C.[NH2:8][C:9]1[CH:13]=[C:12]([C:14]([CH3:17])([CH3:16])[CH3:15])[O:11][C:10]=1[C:18]([O:20]C)=O.Cl.[OH-].[Na+], predict the reaction product. The product is: [CH3:2][NH:3][C:18]([C:10]1[O:11][C:12]([C:14]([CH3:17])([CH3:16])[CH3:15])=[CH:13][C:9]=1[NH2:8])=[O:20]. (4) Given the reactants [C:1]([O:5][C:6](=[O:22])[NH:7][C:8]1[CH:13]=[CH:12][C:11]([C:14]2[CH:18]=[CH:17][O:16][CH:15]=2)=[CH:10][C:9]=1[N+:19]([O-])=O)([CH3:4])([CH3:3])[CH3:2], predict the reaction product. The product is: [C:1]([O:5][C:6](=[O:22])[NH:7][C:8]1[CH:13]=[CH:12][C:11]([C:14]2[CH:18]=[CH:17][O:16][CH:15]=2)=[CH:10][C:9]=1[NH2:19])([CH3:4])([CH3:2])[CH3:3]. (5) Given the reactants [CH3:1][C@:2]1([CH2:10][N:11]2[C:15]3[CH:16]=[C:17]([C:20]#[N:21])[CH:18]=[CH:19][C:14]=3[N:13]=[CH:12]2)[CH2:9][CH2:8][CH2:7][C@@:4]2([O:6][CH2:5]2)[CH2:3]1.C(O)(C(F)(F)F)=[O:23].C(Cl)Cl.[OH-].[Na+], predict the reaction product. The product is: [OH:6][C@@:4]1([CH2:5][OH:23])[CH2:7][CH2:8][CH2:9][C@@:2]([CH2:10][N:11]2[C:15]3[CH:16]=[C:17]([C:20]#[N:21])[CH:18]=[CH:19][C:14]=3[N:13]=[CH:12]2)([CH3:1])[CH2:3]1. (6) Given the reactants F[C:2]1[CH:7]=[CH:6][C:5]([N+:8]([O-:10])=[O:9])=[CH:4][CH:3]=1.[OH:11][C:12]1[C:17]([Cl:18])=[CH:16][C:15]([CH2:19][CH2:20][C:21]([O:23][CH3:24])=[O:22])=[CH:14][C:13]=1[Cl:25].C(=O)([O-])[O-].[K+].[K+], predict the reaction product. The product is: [Cl:18][C:17]1[CH:16]=[C:15]([CH2:19][CH2:20][C:21]([O:23][CH3:24])=[O:22])[CH:14]=[C:13]([Cl:25])[C:12]=1[O:11][C:2]1[CH:7]=[CH:6][C:5]([N+:8]([O-:10])=[O:9])=[CH:4][CH:3]=1. (7) Given the reactants [H-].[Na+].[CH3:3][O:4][CH2:5][CH2:6][O:7]CCO.[CH2:11]([O:13][C:14](=[O:42])[CH2:15][CH2:16][CH2:17][CH2:18][CH2:19][O:20][CH2:21][CH2:22][O:23][CH2:24][CH2:25][O:26][CH2:27][CH2:28][O:29][CH2:30][CH2:31][O:32][CH2:33][CH2:34][O:35][CH2:36][CH2:37]S(C)(=O)=O)[CH3:12], predict the reaction product. The product is: [CH2:11]([O:13][C:14](=[O:42])[CH2:15][CH2:16][CH2:17][CH2:18][CH2:19][O:20][CH2:21][CH2:22][O:23][CH2:24][CH2:25][O:26][CH2:27][CH2:28][O:29][CH2:30][CH2:31][O:32][CH2:33][CH2:34][O:35][CH2:36][CH2:37][O:7][CH2:6][CH2:5][O:4][CH3:3])[CH3:12].